From a dataset of Full USPTO retrosynthesis dataset with 1.9M reactions from patents (1976-2016). Predict the reactants needed to synthesize the given product. (1) Given the product [CH3:1][CH:2]([CH3:42])[C@H:3]([NH:11][CH2:12][CH2:13][C:14]1[CH:15]=[CH:16][C:17]([C:20]2[N:24]=[C:23]([C:25]3[CH:30]=[CH:29][C:28]([C:31]4[CH:36]=[CH:35][CH:34]=[CH:33][C:32]=4[CH3:37])=[C:27]([C:38]([F:40])([F:39])[F:41])[CH:26]=3)[O:22][N:21]=2)=[CH:18][CH:19]=1)[C:4]([OH:6])=[O:5], predict the reactants needed to synthesize it. The reactants are: [CH3:1][CH:2]([CH3:42])[C@H:3]([NH:11][CH2:12][CH2:13][C:14]1[CH:19]=[CH:18][C:17]([C:20]2[N:24]=[C:23]([C:25]3[CH:30]=[CH:29][C:28]([C:31]4[CH:36]=[CH:35][CH:34]=[CH:33][C:32]=4[CH3:37])=[C:27]([C:38]([F:41])([F:40])[F:39])[CH:26]=3)[O:22][N:21]=2)=[CH:16][CH:15]=1)[C:4]([O:6]C(C)(C)C)=[O:5].Cl. (2) Given the product [C:14]1([C:22]2[CH:23]=[CH:24][CH:25]=[CH:26][CH:27]=2)[CH:19]=[CH:18][CH:17]=[C:16]([CH2:20][N:11]2[CH2:12][CH2:13][N:8]([C:4]3[CH:5]=[CH:6][CH:7]=[C:2]([F:1])[CH:3]=3)[CH2:9][CH2:10]2)[CH:15]=1, predict the reactants needed to synthesize it. The reactants are: [F:1][C:2]1[CH:3]=[C:4]([N:8]2[CH2:13][CH2:12][NH:11][CH2:10][CH2:9]2)[CH:5]=[CH:6][CH:7]=1.[C:14]1([C:22]2[CH:27]=[CH:26][CH:25]=[CH:24][CH:23]=2)[CH:19]=[CH:18][CH:17]=[C:16]([CH:20]=O)[CH:15]=1.[BH-](OC(C)=O)(OC(C)=O)OC(C)=O.[Na+].C1(C2C=CC=CC=2)C=CC=CC=1CN1CCN(C2C=CC=CC=2)CC1. (3) Given the product [Cl:1][C:2]1[CH:3]=[CH:4][C:5]([CH3:28])=[C:6]([CH:8]([O:20][CH2:21][CH2:22][NH:23][C:24]([O:26][CH3:27])=[O:25])[C:9]2[CH:10]=[C:11]([CH:17]=[CH:18][CH:19]=2)[C:12]([OH:14])=[O:13])[CH:7]=1, predict the reactants needed to synthesize it. The reactants are: [Cl:1][C:2]1[CH:3]=[CH:4][C:5]([CH3:28])=[C:6]([CH:8]([O:20][CH2:21][CH2:22][NH:23][C:24]([O:26][CH3:27])=[O:25])[C:9]2[CH:10]=[C:11]([CH:17]=[CH:18][CH:19]=2)[C:12]([O:14]CC)=[O:13])[CH:7]=1.[OH-].[Li+].O. (4) Given the product [F:12][C:13]([F:21])([F:22])[C:14]1[CH:15]=[C:16]([NH:17][C:8]([CH3:9])=[CH:7][C:6]([O:5][CH2:4][CH2:3][O:2][CH3:1])=[O:11])[CH:18]=[CH:19][CH:20]=1, predict the reactants needed to synthesize it. The reactants are: [CH3:1][O:2][CH2:3][CH2:4][O:5][C:6](=[O:11])[CH2:7][C:8](=O)[CH3:9].[F:12][C:13]([F:22])([F:21])[C:14]1[CH:15]=[C:16]([CH:18]=[CH:19][CH:20]=1)[NH2:17].C(O)(=O)C. (5) Given the product [CH2:34]([N:27]1[CH2:28][CH2:29][CH:24]([N:11]2[CH:10]=[N:9][C:8]3[C:12]2=[N:13][C:14]([C:16]2[CH:17]=[C:18]([CH2:22][OH:23])[CH:19]=[CH:20][CH:21]=2)=[N:15][C:7]=3[N:1]2[CH2:6][CH2:5][O:4][CH2:3][CH2:2]2)[CH2:25][CH2:26]1)[CH2:35][CH2:36][CH3:37], predict the reactants needed to synthesize it. The reactants are: [N:1]1([C:7]2[N:15]=[C:14]([C:16]3[CH:17]=[C:18]([CH2:22][OH:23])[CH:19]=[CH:20][CH:21]=3)[N:13]=[C:12]3[C:8]=2[N:9]=[CH:10][N:11]3[CH:24]2[CH2:29][CH2:28][NH:27][CH2:26][CH2:25]2)[CH2:6][CH2:5][O:4][CH2:3][CH2:2]1.[BH3-]C#N.[Na+].[CH:34](=O)[CH2:35][CH2:36][CH2:37]C. (6) Given the product [Cl:7][C:8]1[N:9]=[N:10][C:11]([O:4][CH:2]([CH3:3])[CH3:1])=[CH:12][CH:13]=1, predict the reactants needed to synthesize it. The reactants are: [CH3:1][CH:2]([OH:4])[CH3:3].[H-].[Na+].[Cl:7][C:8]1[N:9]=[N:10][C:11](Cl)=[CH:12][CH:13]=1.[Cl-].[NH4+].